The task is: Predict the reactants needed to synthesize the given product.. This data is from Full USPTO retrosynthesis dataset with 1.9M reactions from patents (1976-2016). (1) Given the product [CH3:1][O:2][C:3](=[O:37])[CH:4]([C:10]1[CH:11]=[C:12]([C:28]2[CH:33]=[CH:32][CH:31]=[C:30]([N+:34]([O-:36])=[O:35])[CH:29]=2)[C:13]([OH:27])=[C:14]([C:16]2[NH:17][C:18]3[C:23]([CH:24]=2)=[CH:22][C:21]([C:25]([O:39][CH3:38])=[NH:26])=[CH:20][CH:19]=3)[CH:15]=1)[CH2:5][C:6]([O:8][CH3:9])=[O:7], predict the reactants needed to synthesize it. The reactants are: [CH3:1][O:2][C:3](=[O:37])[CH:4]([C:10]1[CH:11]=[C:12]([C:28]2[CH:33]=[CH:32][CH:31]=[C:30]([N+:34]([O-:36])=[O:35])[CH:29]=2)[C:13]([OH:27])=[C:14]([C:16]2[NH:17][C:18]3[C:23]([CH:24]=2)=[CH:22][C:21]([C:25]#[N:26])=[CH:20][CH:19]=3)[CH:15]=1)[CH2:5][C:6]([O:8][CH3:9])=[O:7].[CH3:38][OH:39]. (2) Given the product [Si:1]([O:8][C@H:9]1[CH2:14][CH2:13][C@@:12]([C@H:16]2[CH2:24][CH2:23][C@@:22]3([CH3:25])[C@@H:18]([CH2:19][CH2:20][C@:21]3([CH3:57])[OH:26])[C@@H:17]2[CH2:27][O:28][Si:29]([C:42]([CH3:43])([CH3:45])[CH3:44])([C:30]2[CH:31]=[CH:32][CH:33]=[CH:34][CH:35]=2)[C:36]2[CH:37]=[CH:38][CH:39]=[CH:40][CH:41]=2)([CH3:15])[C@@H:11]([CH2:46][O:47][Si:48]([C:51]([CH3:54])([CH3:53])[CH3:52])([CH3:49])[CH3:50])[CH2:10]1)([C:4]([CH3:7])([CH3:5])[CH3:6])([CH3:3])[CH3:2], predict the reactants needed to synthesize it. The reactants are: [Si:1]([O:8][C@H:9]1[CH2:14][CH2:13][C@@:12]([C@H:16]2[CH2:24][CH2:23][C@@:22]3([CH3:25])[C@@H:18]([CH2:19][CH2:20][C:21]3=[O:26])[C@@H:17]2[CH2:27][O:28][Si:29]([C:42]([CH3:45])([CH3:44])[CH3:43])([C:36]2[CH:41]=[CH:40][CH:39]=[CH:38][CH:37]=2)[C:30]2[CH:35]=[CH:34][CH:33]=[CH:32][CH:31]=2)([CH3:15])[C@@H:11]([CH2:46][O:47][Si:48]([C:51]([CH3:54])([CH3:53])[CH3:52])([CH3:50])[CH3:49])[CH2:10]1)([C:4]([CH3:7])([CH3:6])[CH3:5])([CH3:3])[CH3:2].[Li]C.[C:57]([O-])(O)=O.[Na+]. (3) Given the product [CH3:27][O:26][C:6](=[O:32])[C@@H:7]([NH2:8])[CH2:12][C:13]1[CH:18]=[CH:17][C:16]([N+:19]([O-:21])=[O:20])=[C:15]([O:22][CH2:23][CH2:24][CH3:25])[CH:14]=1, predict the reactants needed to synthesize it. The reactants are: C([C@@H]1C(OC)=[N:8][C@@H:7]([CH2:12][C:13]2[CH:18]=[CH:17][C:16]([N+:19]([O-:21])=[O:20])=[C:15]([O:22][CH2:23][CH2:24][CH3:25])[CH:14]=2)[C:6]([O:26][CH3:27])=N1)(C)C.Cl.C1C[O:32]CC1. (4) Given the product [F:41][C:38]1[CH:37]=[C:4]([CH:3]=[C:2]([F:1])[C:39]=1[F:40])[O:5][CH:6]([CH2:12][C:13]1[CH:18]=[CH:17][C:16]([O:19][CH2:20][CH2:21][NH:22][C:23](=[O:36])[C:24]2[CH:29]=[CH:28][C:27]([C:30]3[CH:35]=[CH:34][CH:33]=[CH:32][N:31]=3)=[CH:26][CH:25]=2)=[CH:15][CH:14]=1)[C:7]([OH:9])=[O:8], predict the reactants needed to synthesize it. The reactants are: [F:1][C:2]1[CH:3]=[C:4]([CH:37]=[C:38]([F:41])[C:39]=1[F:40])[O:5][CH:6]([CH2:12][C:13]1[CH:18]=[CH:17][C:16]([O:19][CH2:20][CH2:21][NH:22][C:23](=[O:36])[C:24]2[CH:29]=[CH:28][C:27]([C:30]3[CH:35]=[CH:34][CH:33]=[CH:32][N:31]=3)=[CH:26][CH:25]=2)=[CH:15][CH:14]=1)[C:7]([O:9]CC)=[O:8].[OH-].[Na+]. (5) Given the product [CH2:13]([O:15][C:16](=[O:27])[CH:17]([CH3:26])[CH2:18][C:19]1[CH:20]=[CH:21][C:22]([O:25][CH2:2][C:3]2[C:4]([S:9][CH:10]([CH3:12])[CH3:11])=[N:5][CH:6]=[CH:7][CH:8]=2)=[CH:23][CH:24]=1)[CH3:14], predict the reactants needed to synthesize it. The reactants are: Cl[CH2:2][C:3]1[C:4]([S:9][CH:10]([CH3:12])[CH3:11])=[N:5][CH:6]=[CH:7][CH:8]=1.[CH2:13]([O:15][C:16](=[O:27])[CH:17]([CH3:26])[CH2:18][C:19]1[CH:24]=[CH:23][C:22]([OH:25])=[CH:21][CH:20]=1)[CH3:14]. (6) Given the product [CH2:22]([O:21][C:19]([CH2:18][O:17][C:16]1[C:15]([CH3:27])=[CH:14][C:13]([CH2:11][CH:10]=[O:9])=[C:25]([CH3:26])[CH:24]=1)=[O:20])[CH3:23], predict the reactants needed to synthesize it. The reactants are: [Na+].[I-].C[Si](C)(C)Cl.C[O:9][CH:10](OC)[CH:11]([C:13]1[C:25]([CH3:26])=[CH:24][C:16]([O:17][CH2:18][C:19]([O:21][CH2:22][CH3:23])=[O:20])=[C:15]([CH3:27])[CH:14]=1)O.C([O-])(O)=O.[Na+].[O-]S([O-])(=S)=O.[Na+].[Na+].C(O)(=O)C(O)=O. (7) Given the product [Cl:13][C:14]1[CH:15]=[CH:16][C:17]([S:20]([C:23]2[C:24]([CH2:31][CH2:32][C:33]([OH:35])=[O:34])=[C:25](/[CH:29]=[C:7]3\[C:8](=[O:12])[NH:9][C:10]4[C:6]\3=[CH:5][CH:4]=[C:3]([O:2][CH3:1])[CH:11]=4)[NH:26][C:27]=2[CH3:28])(=[O:21])=[O:22])=[CH:18][CH:19]=1, predict the reactants needed to synthesize it. The reactants are: [CH3:1][O:2][C:3]1[CH:11]=[C:10]2[C:6]([CH2:7][C:8](=[O:12])[NH:9]2)=[CH:5][CH:4]=1.[Cl:13][C:14]1[CH:19]=[CH:18][C:17]([S:20]([C:23]2[C:24]([CH2:31][CH2:32][C:33]([OH:35])=[O:34])=[C:25]([CH:29]=O)[NH:26][C:27]=2[CH3:28])(=[O:22])=[O:21])=[CH:16][CH:15]=1.N1CCCCC1. (8) Given the product [N:31]1([C:35]([C:37]2[CH:38]=[C:39]([Cl:44])[C:40]([O:28][C:26]3[CH:25]=[C:13]([CH:12]=[C:11]([O:10][C@@H:8]([CH3:9])[CH2:7][O:6][Si:5]([C:2]([CH3:4])([CH3:3])[CH3:1])([CH3:30])[CH3:29])[CH:27]=3)[C:14]([NH:16][C:17]3[CH:21]=[CH:20][N:19]([CH:22]([CH3:24])[CH3:23])[N:18]=3)=[O:15])=[N:41][CH:42]=2)=[O:36])[CH2:34][CH2:33][CH2:32]1, predict the reactants needed to synthesize it. The reactants are: [CH3:1][C:2]([Si:5]([CH3:30])([CH3:29])[O:6][CH2:7][C@@H:8]([O:10][C:11]1[CH:12]=[C:13]([CH:25]=[C:26]([OH:28])[CH:27]=1)[C:14]([NH:16][C:17]1[CH:21]=[CH:20][N:19]([CH:22]([CH3:24])[CH3:23])[N:18]=1)=[O:15])[CH3:9])([CH3:4])[CH3:3].[N:31]1([C:35]([C:37]2[CH:38]=[C:39]([Cl:44])[C:40](Cl)=[N:41][CH:42]=2)=[O:36])[CH2:34][CH2:33][CH2:32]1.C(=O)([O-])[O-].[K+].[K+]. (9) Given the product [C:39]([N:38]([C:35]1[CH:34]=[CH:33][C:32]([Cl:31])=[CH:37][CH:36]=1)[C@H:42]1[C:51]2[C:46](=[CH:47][CH:48]=[CH:49][CH:50]=2)[N:45]([C:52]([C:53]2[CH:58]=[CH:57][C:56]([O:11][CH2:10][CH:6]3[CH2:7][CH2:8][CH2:9][CH:5]3[C:3]([O:2][CH3:1])=[O:4])=[CH:55][CH:54]=2)=[O:60])[C@@H:44]([CH3:61])[CH2:43]1)(=[O:41])[CH3:40], predict the reactants needed to synthesize it. The reactants are: [CH3:1][O:2][C:3]([C@@H:5]1[CH2:9][CH2:8][CH2:7][C@H:6]1[CH2:10][OH:11])=[O:4].C1C=CC(P(C2C=CC=CC=2)C2C=CC=CC=2)=CC=1.[Cl:31][C:32]1[CH:37]=[CH:36][C:35]([N:38]([C@H:42]2[C:51]3[C:46](=[CH:47][CH:48]=[CH:49][CH:50]=3)[N:45]([C:52](=[O:60])[C:53]3[CH:58]=[CH:57][C:56](O)=[CH:55][CH:54]=3)[C@@H:44]([CH3:61])[CH2:43]2)[C:39](=[O:41])[CH3:40])=[CH:34][CH:33]=1.CCOC(/N=N/C(OCC)=O)=O. (10) Given the product [F:7][C:8]1[CH:9]=[C:10]([CH:13]=[CH:14][C:15]=1[N:1]1[CH2:6][CH2:5][O:4][CH2:3][CH2:2]1)[CH:11]=[O:12], predict the reactants needed to synthesize it. The reactants are: [NH:1]1[CH2:6][CH2:5][O:4][CH2:3][CH2:2]1.[F:7][C:8]1[CH:9]=[C:10]([CH:13]=[CH:14][C:15]=1F)[CH:11]=[O:12].